Dataset: Reaction yield outcomes from USPTO patents with 853,638 reactions. Task: Predict the reaction yield, written as a fraction of the theoretical maximum amount of product (1.0 means a 100% yield; for example, 0.34 means a 34% yield). The reactants are C([O:3][C:4](=O)[CH2:5][N:6]([CH2:14][C:15]1[CH:20]=[C:19]([Cl:21])[CH:18]=[CH:17][C:16]=1[NH2:22])[C:7]([O:9][C:10]([CH3:13])([CH3:12])[CH3:11])=[O:8])C.CC(C)([O-])C.[K+].O.[Cl-].[NH4+]. The catalyst is O1CCCC1.C(OCC)(=O)C. The product is [C:10]([O:9][C:7]([N:6]1[CH2:14][C:15]2[CH:20]=[C:19]([Cl:21])[CH:18]=[CH:17][C:16]=2[NH:22][C:4](=[O:3])[CH2:5]1)=[O:8])([CH3:13])([CH3:12])[CH3:11]. The yield is 0.880.